This data is from Full USPTO retrosynthesis dataset with 1.9M reactions from patents (1976-2016). The task is: Predict the reactants needed to synthesize the given product. The reactants are: [OH:1][C:2]1[C:11]2[C:6](=[CH:7][CH:8]=[CH:9][N:10]=2)[N:5]=[CH:4][C:3]=1[NH:12][C:13](=[O:18])[CH2:14][CH2:15][CH2:16][CH3:17].C1C=CC(N([S:26]([C:29]([F:32])([F:31])[F:30])(=[O:28])=[O:27])[S:26]([C:29]([F:32])([F:31])[F:30])(=[O:28])=[O:27])=CC=1.C(N(CC)CC)C. Given the product [F:30][C:29]([F:32])([F:31])[S:26]([O:1][C:2]1[C:11]2[C:6](=[CH:7][CH:8]=[CH:9][N:10]=2)[N:5]=[CH:4][C:3]=1[NH:12][C:13](=[O:18])[CH2:14][CH2:15][CH2:16][CH3:17])(=[O:28])=[O:27], predict the reactants needed to synthesize it.